Dataset: Full USPTO retrosynthesis dataset with 1.9M reactions from patents (1976-2016). Task: Predict the reactants needed to synthesize the given product. Given the product [NH:8]1[CH2:9][CH2:10][O:11][CH2:6][CH2:7]1.[C:12]1([CH:5]([O:4][C:3]2[CH:18]=[CH:19][CH:20]=[CH:21][C:2]=2[CH:22]=[CH2:23])[CH:6]2[O:11][CH2:10][CH2:9][NH:8][CH2:7]2)[CH:17]=[CH:16][CH:15]=[CH:14][CH:13]=1, predict the reactants needed to synthesize it. The reactants are: Br[C:2]1[CH:21]=[CH:20][CH:19]=[CH:18][C:3]=1[O:4][CH:5]([C:12]1[CH:17]=[CH:16][CH:15]=[CH:14][CH:13]=1)[CH:6]1[O:11][CH2:10][CH2:9][NH:8][CH2:7]1.[C:22]1(C)C=CC=C[CH:23]=1.